Dataset: Forward reaction prediction with 1.9M reactions from USPTO patents (1976-2016). Task: Predict the product of the given reaction. (1) Given the reactants [F:1][C:2]1[CH:3]=[C:4]([CH:12]([CH3:16])[C:13]([OH:15])=O)[CH:5]=[CH:6][C:7]=1[S:8]([CH3:11])(=[O:10])=[O:9].ON1C2C=CC=CC=2N=N1.F[B-](F)(F)F.N1(OC(N(C)C)=[N+](C)C)C2C=CC=CC=2N=N1.C(N(C(C)C)C(C)C)C.[Cl:58][C:59]1[CH:60]=[C:61]([N:65]2[C:69]([CH2:70][NH2:71])=[CH:68][C:67]([C:72]([F:75])([F:74])[F:73])=[N:66]2)[CH:62]=[CH:63][CH:64]=1, predict the reaction product. The product is: [Cl:58][C:59]1[CH:60]=[C:61]([N:65]2[C:69]([CH2:70][NH:71][C:13](=[O:15])[CH:12]([C:4]3[CH:5]=[CH:6][C:7]([S:8]([CH3:11])(=[O:9])=[O:10])=[C:2]([F:1])[CH:3]=3)[CH3:16])=[CH:68][C:67]([C:72]([F:73])([F:74])[F:75])=[N:66]2)[CH:62]=[CH:63][CH:64]=1. (2) Given the reactants [CH3:1][O:2][C:3]1[CH:8]=[CH:7][C:6]([N:9]2[C:13]3[C:14](=[O:29])[N:15]([C:18]4[CH:23]=[CH:22][C:21]([C:24]5([NH:27][CH3:28])[CH2:26][CH2:25]5)=[CH:20][CH:19]=4)[CH2:16][CH2:17][C:12]=3[C:11]([C:30]([F:33])([F:32])[F:31])=[N:10]2)=[CH:5][CH:4]=1.[C:34]([O-])([O-])=O.[K+].[K+].ClC[C:42]([NH2:44])=[O:43].CCOC(C)=O, predict the reaction product. The product is: [CH3:1][O:2][C:3]1[CH:8]=[CH:7][C:6]([N:9]2[C:13]3[C:14](=[O:29])[N:15]([C:18]4[CH:23]=[CH:22][C:21]([C:24]5([N:27]([CH3:34])[CH2:28][C:42]([NH2:44])=[O:43])[CH2:26][CH2:25]5)=[CH:20][CH:19]=4)[CH2:16][CH2:17][C:12]=3[C:11]([C:30]([F:32])([F:33])[F:31])=[N:10]2)=[CH:5][CH:4]=1. (3) Given the reactants C(#[N:3])C.[Br:4][C:5]1[CH:6]=[C:7]([CH:11]=[CH:12][C:13]=1[N+:14]([O-:16])=[O:15])[C:8](O)=[O:9].[Cl-].COC1N=C(OC)N=C([N+]2(C)CCOCC2)N=1.N.CO, predict the reaction product. The product is: [Br:4][C:5]1[CH:6]=[C:7]([CH:11]=[CH:12][C:13]=1[N+:14]([O-:16])=[O:15])[C:8]([NH2:3])=[O:9]. (4) The product is: [CH:1](=[C:13](/[CH2:14][CH2:15][CH2:16][CH2:17][CH3:18])\[C:10](=[O:9])[CH2:11][CH3:12])/[C:2]1[CH:7]=[CH:6][CH:5]=[CH:4][CH:3]=1. Given the reactants [CH:1](=O)[C:2]1[CH:7]=[CH:6][CH:5]=[CH:4][CH:3]=1.[O:9]=[C:10]([CH:13](P(=O)(OCC)OCC)[CH2:14][CH2:15][CH2:16][CH2:17][CH3:18])[CH2:11][CH3:12], predict the reaction product. (5) Given the reactants [CH3:1][C:2]1[C:11]2[C:6](=[CH:7][C:8]([CH3:12])=[CH:9][CH:10]=2)[C:5]([N:13]2[C:17]([CH3:18])=[N:16][N:15]=[C:14]2[SH:19])=[CH:4][CH:3]=1.[Cl:20][C:21]1[CH:26]=[C:25]([S:27](=[O:30])(=[O:29])[NH2:28])[CH:24]=[CH:23][C:22]=1[NH:31][C:32](=[O:35])[CH2:33]Cl.C(=O)([O-])[O-].[K+].[K+].O, predict the reaction product. The product is: [Cl:20][C:21]1[CH:26]=[C:25]([S:27](=[O:30])(=[O:29])[NH2:28])[CH:24]=[CH:23][C:22]=1[NH:31][C:32](=[O:35])[CH2:33][S:19][C:14]1[N:13]([C:5]2[C:6]3[C:11](=[CH:10][CH:9]=[C:8]([CH3:12])[CH:7]=3)[C:2]([CH3:1])=[CH:3][CH:4]=2)[C:17]([CH3:18])=[N:16][N:15]=1. (6) Given the reactants [NH2:1][C:2]1[CH:7]=[C:6]([O:8][CH3:9])[CH:5]=[CH:4][C:3]=1[C:10](=[O:12])[CH3:11].[CH:13]([C:16]1[N:17]=[C:18]([C:21](Cl)=[O:22])[S:19][CH:20]=1)([CH3:15])[CH3:14], predict the reaction product. The product is: [C:10]([C:3]1[CH:4]=[CH:5][C:6]([O:8][CH3:9])=[CH:7][C:2]=1[NH:1][C:21]([C:18]1[S:19][CH:20]=[C:16]([CH:13]([CH3:15])[CH3:14])[N:17]=1)=[O:22])(=[O:12])[CH3:11].